Dataset: Full USPTO retrosynthesis dataset with 1.9M reactions from patents (1976-2016). Task: Predict the reactants needed to synthesize the given product. (1) Given the product [C:1]([NH:9][C:10]1[CH:11]=[CH:12][C:13]([N:16]2[CH2:21][CH2:20][N:19]([C:22](=[O:34])[CH2:23][NH:24][C:25](=[O:33])[C:26]3[CH:31]=[CH:30][CH:29]=[C:28]([O:32][CH2:43][CH2:42][F:41])[CH:27]=3)[CH2:18][CH2:17]2)=[CH:14][CH:15]=1)(=[O:8])[C:2]1[CH:7]=[CH:6][CH:5]=[CH:4][CH:3]=1, predict the reactants needed to synthesize it. The reactants are: [C:1]([NH:9][C:10]1[CH:15]=[CH:14][C:13]([N:16]2[CH2:21][CH2:20][N:19]([C:22](=[O:34])[CH2:23][NH:24][C:25](=[O:33])[C:26]3[CH:31]=[CH:30][CH:29]=[C:28]([OH:32])[CH:27]=3)[CH2:18][CH2:17]2)=[CH:12][CH:11]=1)(=[O:8])[C:2]1[CH:7]=[CH:6][CH:5]=[CH:4][CH:3]=1.C(=O)([O-])[O-].[K+].[K+].[F:41][CH2:42][CH2:43]Br. (2) Given the product [C:26]([O:29][C:30]1[C:11]2[N:10]=[C:9]([CH2:24][CH3:25])[N:8]([CH2:1][C:2]3[CH:3]=[CH:4][CH:5]=[CH:6][CH:7]=3)[C:12]=2[CH:13]=[C:14]([C:19]([O:21][CH2:22][CH3:23])=[O:20])[CH:15]=1)(=[O:28])[CH3:27], predict the reactants needed to synthesize it. The reactants are: [CH2:1]([N:8]1[C:12](/[CH:13]=[C:14](/[C:19]([O:21][CH2:22][CH3:23])=[O:20])\[CH2:15]C(O)=O)=[CH:11][N:10]=[C:9]1[CH2:24][CH3:25])[C:2]1[CH:7]=[CH:6][CH:5]=[CH:4][CH:3]=1.[C:26]([O:29][C:30](=O)C)(=[O:28])[CH3:27]. (3) Given the product [NH2:4][C:5]1[CH:10]=[CH:9][C:8]2[C:15](=[O:17])[C:14]3[CH:18]=[CH:19][CH:20]=[CH:21][C:13]=3[CH2:12][S:11][C:7]=2[CH:6]=1, predict the reactants needed to synthesize it. The reactants are: C([NH:4][C:5]1[CH:6]=[C:7]([S:11][CH2:12][C:13]2[CH:21]=[CH:20][CH:19]=[CH:18][C:14]=2[C:15]([OH:17])=O)[CH:8]=[CH:9][CH:10]=1)(=O)C.S1(CCCC1)(=O)=O.C(NC1C=CC2C(=O)C3C=CC=CC=3CSC=2C=1)(=O)C. (4) Given the product [OH:23][C@H:18]1[CH2:19][CH2:20][CH2:21][CH2:22][C@@H:17]1[NH:16][C:12]([C:4]1[C:3]2[C:7](=[CH:8][CH:9]=[C:10]([F:11])[C:2]=2[F:1])[NH:6][CH:5]=1)=[O:14], predict the reactants needed to synthesize it. The reactants are: [F:1][C:2]1[C:10]([F:11])=[CH:9][CH:8]=[C:7]2[C:3]=1[C:4]([C:12]([OH:14])=O)=[CH:5][NH:6]2.Cl.[NH2:16][C@H:17]1[CH2:22][CH2:21][CH2:20][CH2:19][C@@H:18]1[OH:23]. (5) Given the product [N:1]([CH2:4][CH2:5][CH2:11][S:12]([NH2:15])(=[O:14])=[O:13])=[N+:2]=[N-:3], predict the reactants needed to synthesize it. The reactants are: [N:1]([CH2:4][C:5](N)=O)=[N+:2]=[N-:3].ClCC[CH2:11][S:12]([NH2:15])(=[O:14])=[O:13]. (6) The reactants are: IC.[Br:3][C:4]1[C:9]([CH3:10])=[CH:8][C:7]([N:11]([CH3:15])[C:12]([NH2:14])=S)=[CH:6][C:5]=1[CH3:16].CO[CH:19](OC)[CH2:20][NH2:21]. Given the product [Br:3][C:4]1[C:9]([CH3:10])=[CH:8][C:7]([N:11]([C:12]2[NH:21][CH:20]=[CH:19][N:14]=2)[CH3:15])=[CH:6][C:5]=1[CH3:16], predict the reactants needed to synthesize it.